This data is from Reaction yield outcomes from USPTO patents with 853,638 reactions. The task is: Predict the reaction yield, written as a fraction of the theoretical maximum amount of product (1.0 means a 100% yield; for example, 0.34 means a 34% yield). The reactants are C(OC([N:8]([C:16]1[C:21]([F:22])=[C:20]([CH3:23])[CH:19]=[C:18](Br)[C:17]=1[CH3:25])C(=O)OC(C)(C)C)=O)(C)(C)C.CC([O-])=[O:28].[K+].B1(B2OC(C)(C)C(C)(C)O2)OC(C)(C)C(C)(C)O1.OO.[OH-].[Na+].Cl.O1CCOCC1. The catalyst is CS(C)=O.C1COCC1.CO.C1C=CC(P(C2C=CC=CC=2)[C-]2C=CC=C2)=CC=1.C1C=CC(P(C2C=CC=CC=2)[C-]2C=CC=C2)=CC=1.Cl[Pd]Cl.[Fe+2].O. The product is [NH2:8][C:16]1[C:17]([CH3:25])=[C:18]([OH:28])[CH:19]=[C:20]([CH3:23])[C:21]=1[F:22]. The yield is 0.520.